This data is from Catalyst prediction with 721,799 reactions and 888 catalyst types from USPTO. The task is: Predict which catalyst facilitates the given reaction. (1) Reactant: [NH2:1][O:2][CH2:3][CH2:4][OH:5].[F:6][C:7]1[C:8]([NH:17][C:18]2[CH:23]=[CH:22][C:21]([C:24]([O:26][CH3:27])=[O:25])=[CH:20][CH:19]=2)=[C:9]([CH:13]=[CH:14][C:15]=1[F:16])[C:10](O)=[O:11].C1N=CN(C(N2C=NC=C2)=O)C=1. Product: [F:6][C:7]1[C:15]([F:16])=[CH:14][CH:13]=[C:9]([C:10]([NH:1][O:2][CH2:3][CH2:4][OH:5])=[O:11])[C:8]=1[NH:17][C:18]1[CH:23]=[CH:22][C:21]([C:24]([O:26][CH3:27])=[O:25])=[CH:20][CH:19]=1. The catalyst class is: 1. (2) Reactant: [CH:1]([NH:4][CH:5]([CH3:7])[CH3:6])([CH3:3])[CH3:2].[Li:8]CCCC.[Li+].CC([N-]C(C)C)C.C[O:22][C:23]([C@@:25]12[C:31]([CH3:33])([CH3:32])[C@@H:28]([CH2:29][CH2:30]1)[CH2:27][C:26]2=[O:34])=O.[H-].[H-].[H-].[H-].[Li+].[Al+3].Cl. Product: [Li+:8].[CH3:2][CH:1]([N-:4][CH:5]([CH3:7])[CH3:6])[CH3:3].[OH:22][CH2:23][C@@:25]12[C:31]([CH3:32])([CH3:33])[C@@H:28]([CH2:29][CH2:30]1)[CH2:27][C:26]2=[O:34]. The catalyst class is: 1. (3) Reactant: [CH2:1]([O:8][C:9]1[C:18](=[O:19])[N:17]2[C:12]([C:13]([CH3:21])([CH3:20])[O:14][CH2:15][CH2:16]2)=[N:11][C:10]=1[C:22]([O:24]CC)=[O:23])[C:2]1[CH:7]=[CH:6][CH:5]=[CH:4][CH:3]=1.O[Li].O. Product: [CH2:1]([O:8][C:9]1[C:18](=[O:19])[N:17]2[C:12]([C:13]([CH3:21])([CH3:20])[O:14][CH2:15][CH2:16]2)=[N:11][C:10]=1[C:22]([OH:24])=[O:23])[C:2]1[CH:3]=[CH:4][CH:5]=[CH:6][CH:7]=1. The catalyst class is: 199.